From a dataset of Catalyst prediction with 721,799 reactions and 888 catalyst types from USPTO. Predict which catalyst facilitates the given reaction. (1) Reactant: [CH2:1]([O:3][C:4](=[O:16])[CH:5]=[CH:6][CH2:7][O:8][CH2:9][C:10]1[CH:15]=[CH:14][CH:13]=[CH:12][CH:11]=1)[CH3:2].C(Cl)Cl.[Si](OS([C:28]([F:31])(F)F)(=O)=O)(C)(C)C. Product: [CH2:1]([O:3][C:4](=[O:16])[CH:28]([F:31])[CH:6]([CH2:7][O:8][CH2:9][C:10]1[CH:15]=[CH:14][CH:13]=[CH:12][CH:11]=1)[CH2:5][C:4]([O:3][CH2:1][CH3:2])=[O:16])[CH3:2]. The catalyst class is: 6. (2) Reactant: [Cl:1][C:2]1[C:7](/[CH:8]=[CH:9]/[C:10]2[CH:15]=[CH:14][CH:13]=[CH:12][CH:11]=2)=[CH:6][N:5]=[CH:4][N:3]=1.[O:16]([C:23]1[CH:29]=[CH:28][C:26]([NH2:27])=[CH:25][CH:24]=1)[C:17]1[CH:22]=[CH:21][CH:20]=[CH:19][CH:18]=1. Product: [ClH:1].[O:16]([C:23]1[CH:24]=[CH:25][C:26]([NH:27][C:2]2[C:7](/[CH:8]=[CH:9]/[C:10]3[CH:15]=[CH:14][CH:13]=[CH:12][CH:11]=3)=[CH:6][N:5]=[CH:4][N:3]=2)=[CH:28][CH:29]=1)[C:17]1[CH:22]=[CH:21][CH:20]=[CH:19][CH:18]=1. The catalyst class is: 41. (3) Reactant: [Cl:1][C:2]1[CH:7]=[CH:6][CH:5]=[CH:4][C:3]=1[NH:8]/[N:9]=[CH:10]/[C:11]([O:13][CH3:14])=[O:12].[Br:15]N1C(=O)CCC1=O. Product: [Br:15]/[C:10](=[N:9]\[NH:8][C:3]1[CH:4]=[CH:5][CH:6]=[CH:7][C:2]=1[Cl:1])/[C:11]([O:13][CH3:14])=[O:12]. The catalyst class is: 7. (4) Reactant: [O:1]1[CH:5]=[C:4](/[CH:6]=[N:7]/[S:8]([C:10]([CH3:13])([CH3:12])[CH3:11])=[O:9])[N:3]=[CH:2]1.[CH3:14][Mg]Br. Product: [O:1]1[CH:5]=[C:4]([CH:6]([NH:7][S:8]([C:10]([CH3:13])([CH3:12])[CH3:11])=[O:9])[CH3:14])[N:3]=[CH:2]1. The catalyst class is: 4. (5) Reactant: [CH2:1]([C:7]1[CH:8]=[C:9]2[C:13](=[CH:14][C:15]=1[OH:16])[C:12](=[O:17])[CH2:11][CH2:10]2)[CH2:2][CH2:3][CH2:4][CH2:5][CH3:6].[F:18][C:19]([F:32])([F:31])[S:20](O[S:20]([C:19]([F:32])([F:31])[F:18])(=[O:22])=[O:21])(=[O:22])=[O:21].Cl. Product: [F:18][C:19]([F:32])([F:31])[S:20]([O:16][C:15]1[CH:14]=[C:13]2[C:9](=[CH:8][C:7]=1[CH2:1][CH2:2][CH2:3][CH2:4][CH2:5][CH3:6])[CH2:10][CH2:11][C:12]2=[O:17])(=[O:22])=[O:21]. The catalyst class is: 17.